Dataset: Reaction yield outcomes from USPTO patents with 853,638 reactions. Task: Predict the reaction yield, written as a fraction of the theoretical maximum amount of product (1.0 means a 100% yield; for example, 0.34 means a 34% yield). The reactants are Br[C:2]1[CH:10]=[CH:9][C:5]([C:6]([OH:8])=[O:7])=[CH:4][C:3]=1[O:11][CH3:12].[C:13]([O-:16])(O)=O.[Na+].[CH3:18]S(C)=O. The catalyst is C(Cl)Cl. The product is [CH3:18][O:8][C:6](=[O:7])[C:5]1[CH:9]=[CH:10][C:2]([CH:13]=[O:16])=[C:3]([O:11][CH3:12])[CH:4]=1. The yield is 0.790.